This data is from Peptide-MHC class I binding affinity with 185,985 pairs from IEDB/IMGT. The task is: Regression. Given a peptide amino acid sequence and an MHC pseudo amino acid sequence, predict their binding affinity value. This is MHC class I binding data. (1) The peptide sequence is HAAVRRNAF. The MHC is HLA-A02:11 with pseudo-sequence HLA-A02:11. The binding affinity (normalized) is 0.0847. (2) The peptide sequence is AEWLWRTLGR. The MHC is HLA-B40:02 with pseudo-sequence HLA-B40:02. The binding affinity (normalized) is 0.572. (3) The peptide sequence is VVCNDLYKV. The MHC is HLA-A02:01 with pseudo-sequence HLA-A02:01. The binding affinity (normalized) is 0.523. (4) The peptide sequence is RRVRDNMTK. The MHC is HLA-B46:01 with pseudo-sequence HLA-B46:01. The binding affinity (normalized) is 0.0847.